Task: Predict the reaction yield, written as a fraction of the theoretical maximum amount of product (1.0 means a 100% yield; for example, 0.34 means a 34% yield).. Dataset: Reaction yield outcomes from USPTO patents with 853,638 reactions (1) The catalyst is C1(C)C=CC=CC=1.C(OCC)(=O)C. The product is [Cl:3][CH2:21][CH2:20][CH:15]1[CH2:16][CH2:17][CH2:18][C:19]2[N:11]([C:5]3[CH:10]=[CH:9][CH:8]=[CH:7][CH:6]=3)[N:12]=[CH:13][C:14]1=2. The reactants are S(Cl)([Cl:3])=O.[C:5]1([N:11]2[C:19]3[CH2:18][CH2:17][CH2:16][CH:15]([CH2:20][CH2:21]O)[C:14]=3[CH:13]=[N:12]2)[CH:10]=[CH:9][CH:8]=[CH:7][CH:6]=1. The yield is 0.760. (2) The reactants are F[C:2]1[CH:9]=[CH:8][C:5]([CH:6]=O)=[CH:4][CH:3]=1.[C:10](O)(=O)[CH2:11][C:12]([OH:14])=[O:13].N1[CH2:22][CH2:21][CH2:20][CH2:19][CH2:18]1.N1C=CC=CC=1.Cl. No catalyst specified. The product is [C:12]([O-:14])(=[O:13])[CH:11]=[CH:6][C:5]1[CH:8]=[CH:9][CH:2]=[CH:3][CH:4]=1.[CH3:10][C:11]12[CH2:12][CH:20]([CH2:21][CH2:22]1)[CH:19]=[CH:18]2. The yield is 0.720. (3) The reactants are [C:1]([C:3]1[C:11]2[C:6](=[CH:7][C:8]([O:12][CH3:13])=[CH:9][CH:10]=2)[N:5]([CH2:14][CH3:15])[C:4]=1[C:16]1[CH:21]=[CH:20][C:19]([NH:22][S:23]([CH3:26])(=[O:25])=[O:24])=[CH:18][CH:17]=1)#[N:2].[H-].[Na+].I[CH3:30]. The catalyst is CN(C=O)C.O. The product is [C:1]([C:3]1[C:11]2[C:6](=[CH:7][C:8]([O:12][CH3:13])=[CH:9][CH:10]=2)[N:5]([CH2:14][CH3:15])[C:4]=1[C:16]1[CH:21]=[CH:20][C:19]([N:22]([CH3:30])[S:23]([CH3:26])(=[O:24])=[O:25])=[CH:18][CH:17]=1)#[N:2]. The yield is 0.450. (4) The yield is 0.760. The product is [Br:1][C:2]1[CH:3]=[CH:4][C:5]([C:8]2[S:12][C:11]([CH3:13])=[N:10][C:9]=2[C:14]2[CH:15]=[CH:16][C:17]([S:34]([CH3:22])(=[O:36])=[O:33])=[CH:18][CH:19]=2)=[CH:6][CH:7]=1. The catalyst is C(Cl)Cl. The reactants are [Br:1][C:2]1[CH:7]=[CH:6][C:5]([C:8]2[S:12][C:11]([CH3:13])=[N:10][C:9]=2[C:14]2[CH:19]=[CH:18][C:17](SC)=[CH:16][CH:15]=2)=[CH:4][CH:3]=1.[CH:22]1C=C(Cl)C=C(C(OO)=O)C=1.[O-:33][S:34]([O-:36])=O.[Na+].[Na+]. (5) The reactants are [Br:1][C:2]1[CH:3]=[C:4]2[C:9](=[CH:10][CH:11]=1)[C:8](=[O:12])[NH:7][C:6](=[O:13])/[C:5]/2=[CH:14]\NC1C=CC(N2C[C@H](C)N[C@H](C)C2)=C(C(F)(F)F)C=1.BrC1C=C2C(=CC=1)[C:41](=[O:45])NC(=O)C2=CNC1C=CC(N2CC(C)NC(C)C2)=CC=1. No catalyst specified. The product is [Br:1][C:2]1[CH:3]=[C:4]2[C:9](=[CH:10][CH:11]=1)[C:8](=[O:12])[NH:7][C:6](=[O:13])/[C:5]/2=[CH:14]/[O:45][CH3:41]. The yield is 0.620. (6) The catalyst is ClCCl. The reactants are [CH3:1][O:2][CH2:3][C@@H:4]([NH:11][C:12]([C:14]1[C:22]2[C:17](=[N:18][CH:19]=[C:20]([C:23]3[C:31]4[C:26](=[CH:27][C:28]([F:32])=[CH:29][CH:30]=4)[N:25]([CH3:33])[N:24]=3)[N:21]=2)[N:16](COCC[Si](C)(C)C)[CH:15]=1)=[O:13])[CH2:5][CH2:6][S:7]([CH3:10])(=[O:9])=[O:8].C(O)(C(F)(F)F)=O.C(N)CN. The product is [CH3:10][S:7]([CH2:6][CH2:5][C@H:4]([NH:11][C:12]([C:14]1[C:22]2[C:17](=[N:18][CH:19]=[C:20]([C:23]3[C:31]4[C:26](=[CH:27][C:28]([F:32])=[CH:29][CH:30]=4)[N:25]([CH3:33])[N:24]=3)[N:21]=2)[NH:16][CH:15]=1)=[O:13])[CH2:3][O:2][CH3:1])(=[O:8])=[O:9]. The yield is 0.440. (7) The reactants are [CH2:1]([Sn:9](=[O:18])[CH2:10][CH2:11][CH2:12][CH2:13][CH2:14][CH2:15][CH2:16][CH3:17])[CH2:2][CH2:3][CH2:4][CH2:5][CH2:6][CH2:7][CH3:8].[CH2:19]([CH:21]([CH2:24][CH3:25])[CH2:22][OH:23])[CH3:20]. No catalyst specified. The product is [CH2:1]([Sn:9]([CH2:10][CH2:11][CH2:12][CH2:13][CH2:14][CH2:15][CH2:16][CH3:17])([O:23][CH2:22][CH:21]([CH2:24][CH3:25])[CH2:19][CH3:20])[O:18][Sn:9]([CH2:10][CH2:11][CH2:12][CH2:13][CH2:14][CH2:15][CH2:16][CH3:17])([CH2:1][CH2:2][CH2:3][CH2:4][CH2:5][CH2:6][CH2:7][CH3:8])[O:23][CH2:22][CH:21]([CH2:24][CH3:25])[CH2:19][CH3:20])[CH2:2][CH2:3][CH2:4][CH2:5][CH2:6][CH2:7][CH3:8]. The yield is 0.990.